Predict the product of the given reaction. From a dataset of Forward reaction prediction with 1.9M reactions from USPTO patents (1976-2016). (1) The product is: [CH2:1]1[C:9]2[C:4](=[CH:5][CH:6]=[CH:7][CH:8]=2)[CH2:3][CH:2]1[C:10]([NH2:15])=[O:12]. Given the reactants [CH2:1]1[C:9]2[C:4](=[CH:5][CH:6]=[CH:7][CH:8]=2)[CH2:3][CH:2]1[C:10]([OH:12])=O.CC[N:15](C(C)C)C(C)C.CN(C(ON1N=NC2C=CC=NC1=2)=[N+](C)C)C.F[P-](F)(F)(F)(F)F.C[Si](N[Si](C)(C)C)(C)C, predict the reaction product. (2) Given the reactants Cl[C:2]1[N:11]2[N:12]=[C:13]([CH3:15])[N:14]=[C:10]2[C:9]2[CH:8]=[C:7]([F:16])[C:6]([F:17])=[CH:5][C:4]=2[N:3]=1.[CH3:18][N:19]1[CH2:24][CH2:23][NH:22][CH2:21][CH2:20]1.CCN(CC)CC.CN(C=O)C, predict the reaction product. The product is: [F:17][C:6]1[C:7]([F:16])=[CH:8][C:9]2[C:10]3[N:11]([N:12]=[C:13]([CH3:15])[N:14]=3)[C:2]([N:22]3[CH2:23][CH2:24][N:19]([CH3:18])[CH2:20][CH2:21]3)=[N:3][C:4]=2[CH:5]=1.